From a dataset of Reaction yield outcomes from USPTO patents with 853,638 reactions. Predict the reaction yield, written as a fraction of the theoretical maximum amount of product (1.0 means a 100% yield; for example, 0.34 means a 34% yield). (1) The reactants are [Br:1][C:2]1[CH:10]=[C:6]([C:7]([OH:9])=[O:8])[C:5]([OH:11])=[CH:4][CH:3]=1.[C:12](OC(=O)C)(=[O:14])[CH3:13].OS(O)(=O)=O. The catalyst is O. The product is [C:12]([O:11][C:5]1[CH:4]=[CH:3][C:2]([Br:1])=[CH:10][C:6]=1[C:7]([OH:9])=[O:8])(=[O:14])[CH3:13]. The yield is 0.880. (2) The reactants are [F:1][C:2]1[CH:10]=[CH:9][CH:8]=[C:7]([F:11])[C:3]=1[C:4](Cl)=[O:5].[F:12][C:13]1([F:30])[O:17][C:16]2[CH:18]=[C:19]([CH3:29])[C:20]([C:22]3[N:23]=[CH:24][C:25]([NH2:28])=[N:26][CH:27]=3)=[CH:21][C:15]=2[O:14]1.CCN(C(C)C)C(C)C. The catalyst is ClCCl.O1CCCC1.CO.[OH-].[Na+]. The product is [F:30][C:13]1([F:12])[O:17][C:16]2[CH:18]=[C:19]([CH3:29])[C:20]([C:22]3[N:23]=[CH:24][C:25]([NH:28][C:4](=[O:5])[C:3]4[C:2]([F:1])=[CH:10][CH:9]=[CH:8][C:7]=4[F:11])=[N:26][CH:27]=3)=[CH:21][C:15]=2[O:14]1. The yield is 0.580. (3) The reactants are [NH:1]1[C:5]2=[N:6][CH:7]=[CH:8][CH:9]=[C:4]2[CH:3]=[C:2]1[CH:10]=[O:11].[H-].[Na+].FC(F)(F)S(O[CH2:20][C:21]([F:24])([F:23])[F:22])(=O)=O. The catalyst is CN(C)C=O. The product is [F:22][C:21]([F:24])([F:23])[CH2:20][N:1]1[C:5]2=[N:6][CH:7]=[CH:8][CH:9]=[C:4]2[CH:3]=[C:2]1[CH:10]=[O:11]. The yield is 0.930. (4) The reactants are Br[C:2]1[CH:7]=[CH:6][C:5]([F:8])=[CH:4][CH:3]=1.C([Li])CCC.CON(C)[C:17]([CH:19]1[CH2:22][N:21]([C:23]([O:25][C:26]([CH3:29])([CH3:28])[CH3:27])=[O:24])[CH2:20]1)=[O:18]. The catalyst is O1CCCC1. The product is [F:8][C:5]1[CH:6]=[CH:7][C:2]([C:17]([CH:19]2[CH2:22][N:21]([C:23]([O:25][C:26]([CH3:29])([CH3:28])[CH3:27])=[O:24])[CH2:20]2)=[O:18])=[CH:3][CH:4]=1. The yield is 0.950. (5) The reactants are [F:1][C:2]1[C:3]([CH2:11]O)=[CH:4][C:5]2[O:9][CH2:8][O:7][C:6]=2[CH:10]=1.C([O-])(O)=O.[Na+].O=S(Cl)[Cl:20]. No catalyst specified. The product is [Cl:20][CH2:11][C:3]1[C:2]([F:1])=[CH:10][C:6]2[O:7][CH2:8][O:9][C:5]=2[CH:4]=1. The yield is 0.900.